This data is from Forward reaction prediction with 1.9M reactions from USPTO patents (1976-2016). The task is: Predict the product of the given reaction. (1) The product is: [CH3:1][O:2][C:3]1[CH:8]=[CH:7][C:6](/[C:9](=[N:15]/[O:16][CH2:17][C:18]2[CH:23]=[CH:22][C:21]([O:24][CH2:25][C:26]3[N:27]=[C:28]([C:32]4[CH:37]=[CH:36][CH:35]=[CH:34][CH:33]=4)[O:29][C:30]=3[CH3:31])=[CH:20][CH:19]=2)/[C:10]([OH:12])=[O:11])=[CH:5][CH:4]=1. Given the reactants [CH3:1][O:2][C:3]1[CH:8]=[CH:7][C:6](/[C:9](=[N:15]/[O:16][CH2:17][C:18]2[CH:23]=[CH:22][C:21]([O:24][CH2:25][C:26]3[N:27]=[C:28]([C:32]4[CH:37]=[CH:36][CH:35]=[CH:34][CH:33]=4)[O:29][C:30]=3[CH3:31])=[CH:20][CH:19]=2)/[C:10]([O:12]CC)=[O:11])=[CH:5][CH:4]=1.Cl, predict the reaction product. (2) Given the reactants [C:1]([N:5]1[C:13]2[C:8](=[CH:9][CH:10]=[CH:11][CH:12]=2)[CH2:7][CH:6]1C(O)=O)(=O)[CH2:2][CH3:3].[C:17]([C:23]([O:25][CH3:26])=[O:24])#[C:18][C:19]([O:21][CH3:22])=[O:20].C(=O)=O, predict the reaction product. The product is: [CH3:22][O:21][C:19]([C:18]1[C:17]([C:23]([O:25][CH3:26])=[O:24])=[C:1]([CH2:2][CH3:3])[N:5]2[C:13]3[CH:12]=[CH:11][CH:10]=[CH:9][C:8]=3[CH2:7][C:6]=12)=[O:20]. (3) Given the reactants [C:1](OC(C)C)(=O)[CH3:2].[Na+].[Br-].[C:10]([O-:13])([OH:12])=O.[Na+].[C:15]([O:19][C:20](=[O:38])[NH:21][C@@H:22]([CH2:36]O)[CH2:23][C:24]1[CH:29]=[CH:28][C:27]([C:30]2[CH:35]=[CH:34][CH:33]=[CH:32][CH:31]=2)=[CH:26][CH:25]=1)([CH3:18])([CH3:17])[CH3:16].[O-]Cl.[Na+].S([O-])([O-])(=O)=S.[Na+].[Na+], predict the reaction product. The product is: [C:27]1([C:30]2[CH:35]=[CH:34][CH:33]=[CH:32][CH:31]=2)[CH:28]=[CH:29][C:24]([CH2:23][C@@H:22]([NH:21][C:20]([O:19][C:15]([CH3:18])([CH3:17])[CH3:16])=[O:38])[CH:36]=[C:1]([CH3:2])[C:10]([OH:13])=[O:12])=[CH:25][CH:26]=1. (4) Given the reactants [NH2:1][C:2]1[CH:9]=[CH:8][C:5]([C:6]#[N:7])=[CH:4][CH:3]=1.[Br:10][C:11]1[CH:12]=[C:13]([CH:16]=[CH:17][CH:18]=1)[CH:14]=O.[CH2:19]=[C:20]([CH3:22])[CH3:21].FC(F)(F)S([O-])(=O)=O.[Yb+3].FC(F)(F)S([O-])(=O)=O.FC(F)(F)S([O-])(=O)=O, predict the reaction product. The product is: [Br:10][C:11]1[CH:12]=[C:13]([CH:14]2[CH2:19][C:20]([CH3:22])([CH3:21])[C:9]3[C:2](=[CH:3][CH:4]=[C:5]([C:6]#[N:7])[CH:8]=3)[NH:1]2)[CH:16]=[CH:17][CH:18]=1. (5) Given the reactants [O:1]=[C:2]1[NH:6][C:5]2[S:7][C:8]([C:10]([O:12][C:13]([CH3:16])([CH3:15])[CH3:14])=[O:11])=[CH:9][C:4]=2[CH2:3]1.[NH:17]1[CH:21]=[CH:20][CH:19]=[C:18]1[CH:22]=O, predict the reaction product. The product is: [O:1]=[C:2]1[NH:6][C:5]2[S:7][C:8]([C:10]([O:12][C:13]([CH3:16])([CH3:15])[CH3:14])=[O:11])=[CH:9][C:4]=2/[C:3]/1=[CH:22]/[C:18]1[NH:17][CH:21]=[CH:20][CH:19]=1.